Task: Regression. Given a peptide amino acid sequence and an MHC pseudo amino acid sequence, predict their binding affinity value. This is MHC class II binding data.. Dataset: Peptide-MHC class II binding affinity with 134,281 pairs from IEDB (1) The binding affinity (normalized) is 0.511. The peptide sequence is ECGGILQAYDLRDAP. The MHC is HLA-DQA10501-DQB10301 with pseudo-sequence HLA-DQA10501-DQB10301. (2) The peptide sequence is SEFAYGSFVRTVSLP. The MHC is DRB1_0701 with pseudo-sequence DRB1_0701. The binding affinity (normalized) is 0.661. (3) The peptide sequence is GQKYFKGNFQRLAIT. The MHC is DRB5_0101 with pseudo-sequence DRB5_0101. The binding affinity (normalized) is 0.626. (4) The peptide sequence is EKKSFAATQFEPLAA. The MHC is HLA-DPA10301-DPB10402 with pseudo-sequence HLA-DPA10301-DPB10402. The binding affinity (normalized) is 0.868. (5) The peptide sequence is CDGERPTLAFLQDVMNILLQ. The MHC is DRB1_0401 with pseudo-sequence DRB1_0401. The binding affinity (normalized) is 0.